This data is from NCI-60 drug combinations with 297,098 pairs across 59 cell lines. The task is: Regression. Given two drug SMILES strings and cell line genomic features, predict the synergy score measuring deviation from expected non-interaction effect. (1) Drug 1: CC1C(C(CC(O1)OC2CC(OC(C2O)C)OC3=CC4=CC5=C(C(=O)C(C(C5)C(C(=O)C(C(C)O)O)OC)OC6CC(C(C(O6)C)O)OC7CC(C(C(O7)C)O)OC8CC(C(C(O8)C)O)(C)O)C(=C4C(=C3C)O)O)O)O. Drug 2: C1CCC(C(C1)N)N.C(=O)(C(=O)[O-])[O-].[Pt+4]. Cell line: RXF 393. Synergy scores: CSS=58.2, Synergy_ZIP=1.50, Synergy_Bliss=1.02, Synergy_Loewe=-27.9, Synergy_HSA=-1.49. (2) Drug 1: CCCCC(=O)OCC(=O)C1(CC(C2=C(C1)C(=C3C(=C2O)C(=O)C4=C(C3=O)C=CC=C4OC)O)OC5CC(C(C(O5)C)O)NC(=O)C(F)(F)F)O. Cell line: A498. Synergy scores: CSS=42.8, Synergy_ZIP=-3.62, Synergy_Bliss=-0.863, Synergy_Loewe=-0.110, Synergy_HSA=0.631. Drug 2: C1CN(CCN1C(=O)CCBr)C(=O)CCBr. (3) Drug 1: CC1=CC=C(C=C1)C2=CC(=NN2C3=CC=C(C=C3)S(=O)(=O)N)C(F)(F)F. Drug 2: C#CCC(CC1=CN=C2C(=N1)C(=NC(=N2)N)N)C3=CC=C(C=C3)C(=O)NC(CCC(=O)O)C(=O)O. Cell line: LOX IMVI. Synergy scores: CSS=60.3, Synergy_ZIP=4.07, Synergy_Bliss=0.709, Synergy_Loewe=-2.13, Synergy_HSA=-0.580. (4) Drug 1: C1CN(P(=O)(OC1)NCCCl)CCCl. Drug 2: COCCOC1=C(C=C2C(=C1)C(=NC=N2)NC3=CC=CC(=C3)C#C)OCCOC.Cl. Cell line: LOX IMVI. Synergy scores: CSS=-7.50, Synergy_ZIP=5.87, Synergy_Bliss=-4.24, Synergy_Loewe=-1.43, Synergy_HSA=-7.89. (5) Drug 1: CCC(=C(C1=CC=CC=C1)C2=CC=C(C=C2)OCCN(C)C)C3=CC=CC=C3.C(C(=O)O)C(CC(=O)O)(C(=O)O)O. Drug 2: C1CN(P(=O)(OC1)NCCCl)CCCl. Cell line: MDA-MB-435. Synergy scores: CSS=-1.12, Synergy_ZIP=0.117, Synergy_Bliss=-1.59, Synergy_Loewe=-1.31, Synergy_HSA=-2.78. (6) Drug 1: C1CC(C1)(C(=O)O)C(=O)O.[NH2-].[NH2-].[Pt+2]. Drug 2: C(CN)CNCCSP(=O)(O)O. Cell line: NCI-H460. Synergy scores: CSS=27.7, Synergy_ZIP=0.684, Synergy_Bliss=-0.299, Synergy_Loewe=-30.4, Synergy_HSA=-2.54. (7) Drug 1: C1=C(C(=O)NC(=O)N1)F. Drug 2: CC(C)NC(=O)C1=CC=C(C=C1)CNNC.Cl. Cell line: NCI-H226. Synergy scores: CSS=19.9, Synergy_ZIP=6.75, Synergy_Bliss=9.62, Synergy_Loewe=2.79, Synergy_HSA=6.57.